This data is from Forward reaction prediction with 1.9M reactions from USPTO patents (1976-2016). The task is: Predict the product of the given reaction. (1) Given the reactants [Cl:1][C:2]1[CH:7]=[C:6]([Cl:8])[CH:5]=[CH:4][C:3]=1[C:9]1[N:10]2[N:18]=[C:17]([CH3:19])[CH:16]=[C:11]2[O:12][C:13]=1[CH2:14][CH3:15].[CH2:20]([NH:23][CH2:24][CH2:25][CH3:26])[CH2:21][CH3:22].[CH2:27]=O, predict the reaction product. The product is: [Cl:1][C:2]1[CH:7]=[C:6]([Cl:8])[CH:5]=[CH:4][C:3]=1[C:9]1[N:10]2[N:18]=[C:17]([CH3:19])[C:16]([CH2:27][N:23]([CH2:24][CH2:25][CH3:26])[CH2:20][CH2:21][CH3:22])=[C:11]2[O:12][C:13]=1[CH2:14][CH3:15]. (2) Given the reactants C1(C2C=CC=CC=2N[N:10]=[N:11][NH:12][C:13]2[CH:18]=[CH:17][CH:16]=[CH:15][CH:14]=2)C=CC=CC=1.C(O)(=O)C.C(O)(=O)C.C(O)(=O)C.I[C:36]1[CH:41]=[CH:40][CH:39]=[CH:38][CH:37]=1.ClCCl, predict the reaction product. The product is: [C:36]1([N:11]2[N:10]=[C:18]3[CH:17]=[CH:16][CH:15]=[CH:14][C:13]3=[N:12]2)[CH:41]=[CH:40][CH:39]=[CH:38][CH:37]=1. (3) Given the reactants [CH3:1][O:2][C:3](=[O:16])[C:4]1[CH:9]=[CH:8][N:7]=[C:6]([N:10]2[CH2:15][CH2:14][NH:13][CH2:12][CH2:11]2)[CH:5]=1.C(N(C(C)C)CC)(C)C.[F:26][C:27]1[CH:28]=[CH:29][C:30]([C:36]([F:39])([F:38])[F:37])=[C:31]([CH:35]=1)[C:32](Cl)=[O:33], predict the reaction product. The product is: [CH3:1][O:2][C:3](=[O:16])[C:4]1[CH:9]=[CH:8][N:7]=[C:6]([N:10]2[CH2:15][CH2:14][N:13]([C:32](=[O:33])[C:31]3[CH:35]=[C:27]([F:26])[CH:28]=[CH:29][C:30]=3[C:36]([F:39])([F:37])[F:38])[CH2:12][CH2:11]2)[CH:5]=1. (4) Given the reactants [CH3:1][O:2][C:3]1[CH:4]=[CH:5][C:6]2[C:11](=[O:12])[N:10]([C:13]3[CH:18]=[CH:17][C:16]([O:19][CH2:20][C:21]([F:24])([F:23])[F:22])=[CH:15][CH:14]=3)[C:9](=[S:25])[NH:8][C:7]=2[N:26]=1.C(=O)([O-])O.[Na+].I[CH2:33][CH3:34].C(#N)C, predict the reaction product. The product is: [CH2:33]([S:25][C:9]1[N:10]([C:13]2[CH:14]=[CH:15][C:16]([O:19][CH2:20][C:21]([F:24])([F:23])[F:22])=[CH:17][CH:18]=2)[C:11](=[O:12])[C:6]2[CH:5]=[CH:4][C:3]([O:2][CH3:1])=[N:26][C:7]=2[N:8]=1)[CH3:34]. (5) Given the reactants [Br:1][C:2]1[CH:3]=[CH:4][C:5]2[C@@:11]3([C:17]([O:19][CH3:20])=[O:18])[CH2:12][CH2:13][C:14](=[O:16])[CH2:15][C@H:10]3[CH2:9][CH2:8][O:7][C:6]=2[CH:21]=1.[Br:22][C:23]1[CH:24]=[CH:25][C:26]2[C@:32]3([C:38]([O:40][CH3:41])=[O:39])[CH2:33][CH2:34][C:35](=[O:37])[CH2:36][C@@H:31]3[CH2:30][CH2:29][O:28][C:27]=2[CH:42]=1.[CH2:43](O)[CH2:44][OH:45].O.CC1C=CC(S(O)(=O)=O)=CC=1, predict the reaction product. The product is: [Br:1][C:2]1[CH:3]=[CH:4][C:5]2[C@@:11]3([C:17]([O:19][CH3:20])=[O:18])[CH2:12][CH2:13][C:14]4([CH2:15][C@H:10]3[CH2:9][CH2:8][O:7][C:6]=2[CH:21]=1)[O:28][CH2:27][CH2:26][O:16]4.[Br:22][C:23]1[CH:24]=[CH:25][C:26]2[C@:32]3([C:38]([O:40][CH3:41])=[O:39])[CH2:33][CH2:34][C:35]4([CH2:36][C@@H:31]3[CH2:30][CH2:29][O:28][C:27]=2[CH:42]=1)[O:45][CH2:44][CH2:43][O:37]4. (6) Given the reactants [C:1]([C@@H:3]([N:11]([CH3:19])[C:12](=[O:18])[O:13][C:14]([CH3:17])([CH3:16])[CH3:15])[CH2:4][C@H:5]1[CH2:10][CH2:9][CH2:8][O:7][CH2:6]1)#[N:2].CO.C(Cl)Cl.[O-][Mn](=O)(=O)=O.[K+], predict the reaction product. The product is: [NH2:2][CH2:1][C@@H:3]([N:11]([CH3:19])[C:12](=[O:18])[O:13][C:14]([CH3:15])([CH3:17])[CH3:16])[CH2:4][C@H:5]1[CH2:10][CH2:9][CH2:8][O:7][CH2:6]1. (7) Given the reactants C(OC(=O)[NH:7][C@H:8]([CH2:28][C:29]1[CH:34]=[C:33]([F:35])[C:32]([F:36])=[CH:31][C:30]=1[F:37])[CH2:9][C:10]([N:12]1[CH2:17][CH2:16][N:15]2[C:18]([C:24]([F:27])([F:26])[F:25])=[N:19][C:20]([C:21](=[O:23])[NH2:22])=[C:14]2[CH2:13]1)=[O:11])(C)(C)C.[ClH:39], predict the reaction product. The product is: [ClH:39].[NH2:7][C@H:8]([CH2:28][C:29]1[CH:34]=[C:33]([F:35])[C:32]([F:36])=[CH:31][C:30]=1[F:37])[CH2:9][C:10]([N:12]1[CH2:17][CH2:16][N:15]2[C:18]([C:24]([F:27])([F:25])[F:26])=[N:19][C:20]([C:21]([NH2:22])=[O:23])=[C:14]2[CH2:13]1)=[O:11]. (8) Given the reactants [NH2:1][C:2]1[CH:7]=[CH:6][C:5]([CH:8]=[CH:9][C:10]([O:12][CH3:13])=[O:11])=[C:4]([NH:14][C:15]([NH:17][C:18](=[O:28])[C:19]2[CH:24]=[C:23]([F:25])[C:22]([F:26])=[CH:21][C:20]=2[Cl:27])=[O:16])[CH:3]=1.[F:29][C:30]([F:41])([F:40])[C:31]1[CH:36]=[CH:35][CH:34]=[CH:33][C:32]=1[N:37]=[C:38]=[O:39], predict the reaction product. The product is: [Cl:27][C:20]1[CH:21]=[C:22]([F:26])[C:23]([F:25])=[CH:24][C:19]=1[C:18]([NH:17][C:15](=[O:16])[NH:14][C:4]1[CH:3]=[C:2]([NH:1][C:38]([NH:37][C:32]2[CH:33]=[CH:34][CH:35]=[CH:36][C:31]=2[C:30]([F:29])([F:40])[F:41])=[O:39])[CH:7]=[CH:6][C:5]=1[CH:8]=[CH:9][C:10]([O:12][CH3:13])=[O:11])=[O:28]. (9) Given the reactants Cl.[O:2]1CCO[CH:3]1[CH2:7][CH:8]([C:10]1[N:15]=[CH:14][C:13]([F:16])=[CH:12][N:11]=1)[CH3:9].C(=O)([O-])O.[Na+], predict the reaction product. The product is: [F:16][C:13]1[CH:14]=[N:15][C:10]([CH:8]([CH3:9])[CH2:7][CH:3]=[O:2])=[N:11][CH:12]=1.